This data is from Full USPTO retrosynthesis dataset with 1.9M reactions from patents (1976-2016). The task is: Predict the reactants needed to synthesize the given product. (1) The reactants are: [CH2:1]=[C:2]([C:4]1[CH:12]=[CH:11][C:7]([C:8]([OH:10])=O)=[CH:6][CH:5]=1)[CH3:3].C(Cl)(=O)C(Cl)=O.[CH2:19]([N:21]1[C:29]2[CH:28]=[C:27]([NH2:30])[N:26]=[CH:25][C:24]=2[C:23]([CH3:31])=[CH:22]1)[CH3:20]. Given the product [CH2:19]([N:21]1[C:29]2[CH:28]=[C:27]([NH:30][C:8](=[O:10])[C:7]3[CH:6]=[CH:5][C:4]([C:2]([CH3:3])=[CH2:1])=[CH:12][CH:11]=3)[N:26]=[CH:25][C:24]=2[C:23]([CH3:31])=[CH:22]1)[CH3:20], predict the reactants needed to synthesize it. (2) Given the product [CH3:18][C:19]([O:12][O:14][C:9]([CH3:8])([CH3:10])[CH3:15])([CH3:21])[CH3:20], predict the reactants needed to synthesize it. The reactants are: C(O)CCCCCC[CH2:8][CH2:9][CH3:10].[OH-:12].[Ca+2].[OH-:14].[C:15](=O)=O.[CH3:18][C:19]([CH2:21]C1C(=O)OC(=O)C1)=[CH2:20]. (3) The reactants are: [CH:1]1[C:10]2[C:5](=[CH:6][CH:7]=[CH:8][CH:9]=2)[C:4](B(O)O)=[CH:3][N:2]=1.FC(F)(F)S(O[C:20]1[C@@:24]2([CH3:45])[CH2:25][CH2:26][C@H:27]3[C@H:36]([C@@H:23]2[CH2:22][CH:21]=1)[CH2:35][CH:34]=[C:33]1[C@:28]3([CH3:44])[CH2:29][CH2:30][C:31](=[O:43])[N:32]1[CH2:37][C:38]([N:40]([CH3:42])[CH3:41])=[O:39])(=O)=O.O. Given the product [CH:1]1[C:10]2[C:5](=[CH:6][CH:7]=[CH:8][CH:9]=2)[C:4]([C:20]2[C@@:24]3([CH3:45])[CH2:25][CH2:26][C@H:27]4[C@H:36]([C@@H:23]3[CH2:22][CH:21]=2)[CH2:35][CH:34]=[C:33]2[C@:28]4([CH3:44])[CH2:29][CH2:30][C:31](=[O:43])[N:32]2[CH2:37][C:38]([N:40]([CH3:41])[CH3:42])=[O:39])=[CH:3][N:2]=1, predict the reactants needed to synthesize it. (4) Given the product [OH:1][CH2:2][CH2:3][CH2:4][CH2:5][O:6][C:7](=[O:10])[CH:8]=[CH2:9].[CH3:11][O:12][C:13](=[O:17])[C:14]([CH3:16])=[CH2:15], predict the reactants needed to synthesize it. The reactants are: [OH:1][CH2:2][CH2:3][CH2:4][CH2:5][O:6][C:7](=[O:10])[CH:8]=[CH2:9].[CH3:11][O:12][C:13](=[O:17])[C:14]([CH3:16])=[CH2:15].CC(N=NC(C#N)(C)C)(C#N)C. (5) Given the product [CH2:1]([C@H:3]1[N:7]([C:8]2[CH:15]=[CH:14][C:11]([C:12]#[N:13])=[C:10]([C:16]([F:17])([F:18])[F:19])[CH:9]=2)[C:6](=[O:20])[C:5]([CH3:22])([CH3:21])[C@H:4]1[OH:23])[CH3:2], predict the reactants needed to synthesize it. The reactants are: [CH2:1]([CH:3]1[N:7]([C:8]2[CH:15]=[CH:14][C:11]([C:12]#[N:13])=[C:10]([C:16]([F:19])([F:18])[F:17])[CH:9]=2)[C:6](=[O:20])[C:5]([CH3:22])([CH3:21])[C:4]1=[O:23])[CH3:2].C([BH-](C(CC)C)C(CC)C)(CC)C.[Li+].C1COCC1.